Dataset: Reaction yield outcomes from USPTO patents with 853,638 reactions. Task: Predict the reaction yield, written as a fraction of the theoretical maximum amount of product (1.0 means a 100% yield; for example, 0.34 means a 34% yield). (1) The reactants are [Br:1][C:2]1[CH:7]=[CH:6][C:5]([NH:8][CH2:9][CH:10]2[CH2:15][CH2:14][N:13]([C:16]([O:18][C:19]([CH3:22])([CH3:21])[CH3:20])=[O:17])[CH2:12][CH2:11]2)=[CH:4][CH:3]=1.[H-].[Na+].[CH2:25](Br)[C:26]1[CH:31]=[CH:30][CH:29]=[CH:28][CH:27]=1.O. The catalyst is CN(C=O)C. The product is [CH2:25]([N:8]([CH2:9][CH:10]1[CH2:11][CH2:12][N:13]([C:16]([O:18][C:19]([CH3:22])([CH3:21])[CH3:20])=[O:17])[CH2:14][CH2:15]1)[C:5]1[CH:4]=[CH:3][C:2]([Br:1])=[CH:7][CH:6]=1)[C:26]1[CH:31]=[CH:30][CH:29]=[CH:28][CH:27]=1. The yield is 0.720. (2) The reactants are [O:1]=[C:2]1[CH:7]=[CH:6][C:5]([C:8]2[CH:18]=[CH:17][C:11]([C:12]([O:14][CH2:15][CH3:16])=[O:13])=[CH:10][CH:9]=2)=[CH:4][NH:3]1.[CH2:19](O)C=C. The catalyst is CC(C)[O-].[Ti+4].CC(C)[O-].CC(C)[O-].CC(C)[O-]. The product is [O:1]=[C:2]1[CH:7]=[CH:6][C:5]([C:8]2[CH:18]=[CH:17][C:11]([C:12]([O:14][CH2:15][CH:16]=[CH2:19])=[O:13])=[CH:10][CH:9]=2)=[CH:4][NH:3]1. The yield is 1.00. (3) The product is [Cl:1][C:2]1[C:3]([O:30][C:34]2[CH:35]=[CH:36][N:37]=[C:32]([Cl:31])[N:33]=2)=[C:4]([CH:26]=[C:27]([F:29])[CH:28]=1)[CH2:5][NH:6][C:7]([NH:9][C:10]1[N:14]([C:15]2[CH:16]=[CH:17][C:18]([CH3:21])=[CH:19][CH:20]=2)[N:13]=[C:12]([C:22]([CH3:25])([CH3:23])[CH3:24])[CH:11]=1)=[O:8]. The yield is 0.760. The catalyst is CC(C)=O. The reactants are [Cl:1][C:2]1[C:3]([OH:30])=[C:4]([CH:26]=[C:27]([F:29])[CH:28]=1)[CH2:5][NH:6][C:7]([NH:9][C:10]1[N:14]([C:15]2[CH:20]=[CH:19][C:18]([CH3:21])=[CH:17][CH:16]=2)[N:13]=[C:12]([C:22]([CH3:25])([CH3:24])[CH3:23])[CH:11]=1)=[O:8].[Cl:31][C:32]1[N:37]=[C:36](Cl)[CH:35]=[CH:34][N:33]=1.[OH-].[Na+]. (4) The reactants are [P:1]([O:9][CH2:10][C@H:11]1[O:15][C@@H:14]([N:16]2[C:26]3[N:25]=[C:23]([NH2:24])[NH:22][C:20](=[O:21])[C:19]=3[N:18]=[CH:17]2)[C@H:13]([OH:27])[CH2:12]1)([O:4][P:5]([OH:8])([OH:7])=[O:6])(=[O:3])[OH:2].[CH3:28]S(C)=O.CN(C=O)C.CI. The catalyst is O. The product is [P:1]([O:9][CH2:10][C@H:11]1[O:15][C@@H:14]([N:16]2[C:26]3[N:25]=[C:23]([NH2:24])[NH:22][C:20](=[O:21])[C:19]=3[N:18]([CH3:28])[CH2:17]2)[C@H:13]([OH:27])[CH2:12]1)([O:4][P:5]([OH:7])([OH:8])=[O:6])(=[O:2])[OH:3]. The yield is 0.280. (5) The reactants are [NH2:1][C:2]1[CH:7]=[CH:6][C:5]([C:8]2[N:9]([CH2:22][CH3:23])[C:10]3[C:15]([C:16]=2[C:17]#[N:18])=[CH:14][CH:13]=[C:12]([O:19][CH2:20][CH3:21])[CH:11]=3)=[CH:4][CH:3]=1.Cl[CH2:25][C:26]([N:28]=[C:29]=[O:30])=[O:27].C1CCN2C(=NCCC2)CC1. The catalyst is O1CCOCC1. The product is [O:30]=[C:29]1[NH:28][C:26](=[O:27])[CH2:25][N:1]1[C:2]1[CH:3]=[CH:4][C:5]([C:8]2[N:9]([CH2:22][CH3:23])[C:10]3[C:15]([C:16]=2[C:17]#[N:18])=[CH:14][CH:13]=[C:12]([O:19][CH2:20][CH3:21])[CH:11]=3)=[CH:6][CH:7]=1. The yield is 0.790. (6) The reactants are Cl.[NH2:2][CH2:3][C:4]([OH:6])=[O:5].O=S(Cl)[Cl:9].[CH2:11](O)[CH2:12][CH3:13]. No catalyst specified. The product is [ClH:9].[NH2:2][CH2:3][C:4]([O:6][CH2:11][CH2:12][CH3:13])=[O:5]. The yield is 0.980. (7) The reactants are [Cl:1][C:2]1[CH:18]=[CH:17][C:16]([Cl:19])=[CH:15][C:3]=1[O:4][C:5]1[C:10]([C:11]([O-:13])=O)=[CH:9][N:8]=[C:7]([CH3:14])[CH:6]=1.[Li+].C(N(C(C)C)C(C)C)C.CN(C(ON1N=NC2C=CC=NC1=2)=[N+](C)C)C.F[P-](F)(F)(F)(F)F.[CH:54]1([N:57]2[C:66]3[C:61](=[CH:62][CH:63]=[CH:64][CH:65]=3)[NH:60][CH2:59][CH2:58]2)[CH2:56][CH2:55]1.C(=O)(O)[O-].[Na+]. The catalyst is CN(C)C=O.C(OCC)(=O)C. The product is [CH:54]1([N:57]2[C:66]3[C:61](=[CH:62][CH:63]=[CH:64][CH:65]=3)[N:60]([C:11]([C:10]3[CH:9]=[N:8][C:7]([CH3:14])=[CH:6][C:5]=3[O:4][C:3]3[CH:15]=[C:16]([Cl:19])[CH:17]=[CH:18][C:2]=3[Cl:1])=[O:13])[CH2:59][CH2:58]2)[CH2:56][CH2:55]1. The yield is 0.600.